This data is from Full USPTO retrosynthesis dataset with 1.9M reactions from patents (1976-2016). The task is: Predict the reactants needed to synthesize the given product. (1) Given the product [CH3:15][CH:16]([CH3:32])[C:17]([NH:19][C:20]1[CH:25]=[CH:24][CH:23]=[C:22]([CH:26]2[CH2:31][CH2:30][N:29]([CH2:13][C:9]3[S:10][CH:11]=[CH:12][C:8]=3[O:1][C:2]3[CH:3]=[CH:4][CH:5]=[CH:6][CH:7]=3)[CH2:28][CH2:27]2)[CH:21]=1)=[O:18], predict the reactants needed to synthesize it. The reactants are: [O:1]([C:8]1[CH:12]=[CH:11][S:10][C:9]=1[CH:13]=O)[C:2]1[CH:7]=[CH:6][CH:5]=[CH:4][CH:3]=1.[CH3:15][CH:16]([CH3:32])[C:17]([NH:19][C:20]1[CH:25]=[CH:24][CH:23]=[C:22]([CH:26]2[CH2:31][CH2:30][NH:29][CH2:28][CH2:27]2)[CH:21]=1)=[O:18]. (2) Given the product [C:11]([O:14][CH2:15][C:16]1[N:17]([CH2:24][C:25]2[CH:30]=[CH:29][N:28]=[CH:27][CH:26]=2)[C:18]([S:9][C:4]2[CH:3]=[C:2]([Cl:1])[CH:7]=[C:6]([Cl:8])[CH:5]=2)=[C:19]([CH:21]([CH3:23])[CH3:22])[N:20]=1)(=[O:13])[CH3:12], predict the reactants needed to synthesize it. The reactants are: [Cl:1][C:2]1[CH:3]=[C:4]([S:9]Cl)[CH:5]=[C:6]([Cl:8])[CH:7]=1.[C:11]([O:14][CH2:15][C:16]1[N:17]([CH2:24][C:25]2[CH:30]=[CH:29][N:28]=[CH:27][CH:26]=2)[CH:18]=[C:19]([CH:21]([CH3:23])[CH3:22])[N:20]=1)(=[O:13])[CH3:12].C(N(CC)CC)C. (3) Given the product [N+:9]([C:4]1[CH:3]=[CH:2][C:8]([C:12]2[CH:17]=[CH:16][CH:15]=[CH:14][CH:13]=2)=[CH:7][C:5]=1[NH2:6])([O-:11])=[O:10], predict the reactants needed to synthesize it. The reactants are: Br[C:2]1[CH:8]=[CH:7][C:5]([NH2:6])=[C:4]([N+:9]([O-:11])=[O:10])[CH:3]=1.[C:12]1(B(O)O)[CH:17]=[CH:16][CH:15]=[CH:14][CH:13]=1.C(=O)([O-])[O-].[Cs+].[Cs+]. (4) The reactants are: [Cl:1][C:2]1[CH:3]=[C:4]([NH:8][C:9]2[N:10]=[N:11][C:12]([NH:15][NH2:16])=[CH:13][CH:14]=2)[CH:5]=[CH:6][CH:7]=1.[NH:17]([C:23]([O:25][C:26]([CH3:29])([CH3:28])[CH3:27])=[O:24])[C@@H:18]([C:20](O)=[O:21])[CH3:19].CN(C(ON1N=NC2C=CC=CC1=2)=[N+](C)C)C.F[P-](F)(F)(F)(F)F.C(OCC)(=O)C. Given the product [Cl:1][C:2]1[CH:3]=[C:4]([NH:8][C:9]2[N:10]=[N:11][C:12]([NH:15][NH:16][C:20]([C@H:18]([NH:17][C:23](=[O:24])[O:25][C:26]([CH3:29])([CH3:28])[CH3:27])[CH3:19])=[O:21])=[CH:13][CH:14]=2)[CH:5]=[CH:6][CH:7]=1, predict the reactants needed to synthesize it. (5) Given the product [NH:1]1[CH:5]=[CH:4][N:3]=[C:2]1[CH2:6][N:7]([CH2:8][C:9]1[CH:27]=[CH:26][C:12]([CH2:13][O:14][CH2:15][CH2:16][CH2:17][CH2:18][N:19]([CH2:20][CH2:21][CH3:22])[CH2:23][CH2:24][CH3:25])=[CH:11][CH:10]=1)[CH2:41][C:37]1[NH:36][CH:40]=[CH:39][N:38]=1, predict the reactants needed to synthesize it. The reactants are: [NH:1]1[CH:5]=[CH:4][N:3]=[C:2]1[CH2:6][NH:7][CH2:8][C:9]1[CH:27]=[CH:26][C:12]([CH2:13][O:14][CH2:15][CH2:16][CH2:17][CH2:18][N:19]([CH2:23][CH2:24][CH3:25])[CH2:20][CH2:21][CH3:22])=[CH:11][CH:10]=1.C([BH3-])#N.[Na+].C(O)(=O)C.[NH:36]1[CH:40]=[CH:39][N:38]=[C:37]1[CH:41]=O. (6) Given the product [CH2:1]([C:3]1[N:4]([CH2:16][CH2:17][N:18]2[CH2:23][CH2:22][O:21][CH2:20][CH2:19]2)[N:5]=[C:6]([C:11]([NH2:13])=[O:12])[C:7]=1[N+:8]([O-:10])=[O:9])[CH3:2], predict the reactants needed to synthesize it. The reactants are: [CH2:1]([C:3]1[C:7]([N+:8]([O-:10])=[O:9])=[C:6]([C:11]([NH2:13])=[O:12])[NH:5][N:4]=1)[CH3:2].Cl.Cl[CH2:16][CH2:17][N:18]1[CH2:23][CH2:22][O:21][CH2:20][CH2:19]1.C([O-])([O-])=O.[K+].[K+].C(=O)([O-])[O-].[Cs+].[Cs+]. (7) Given the product [CH2:1]([O:8][C:9]1[C:10]2=[N:15][C:22]([C:19]3[CH:20]=[CH:21][N:16]=[CH:17][CH:18]=3)=[CH:23][C:24](=[O:25])[N:11]2[CH:12]=[CH:13][CH:14]=1)[C:2]1[CH:3]=[CH:4][CH:5]=[CH:6][CH:7]=1, predict the reactants needed to synthesize it. The reactants are: [CH2:1]([O:8][C:9]1[C:10]([NH2:15])=[N:11][CH:12]=[CH:13][CH:14]=1)[C:2]1[CH:7]=[CH:6][CH:5]=[CH:4][CH:3]=1.[N:16]1[CH:21]=[CH:20][C:19]([C:22](=O)[CH2:23][C:24](OCC)=[O:25])=[CH:18][CH:17]=1.C([O-])(=O)C.[NH4+]. (8) Given the product [C:1]([O:5][C:6]([N:8]1[C@H:12]([C:13]2[CH:14]=[CH:15][CH:16]=[CH:17][CH:18]=2)[C@H:11]([C:19]2[CH:20]=[CH:21][CH:22]=[CH:23][CH:24]=2)[N:10]=[C:9]1[NH:25][C:38](=[O:39])[C:37]1[CH:41]=[CH:42][C:34]([F:33])=[CH:35][CH:36]=1)=[O:7])([CH3:4])([CH3:2])[CH3:3], predict the reactants needed to synthesize it. The reactants are: [C:1]([O:5][C:6]([N:8]1[C@H:12]([C:13]2[CH:18]=[CH:17][CH:16]=[CH:15][CH:14]=2)[C@H:11]([C:19]2[CH:24]=[CH:23][CH:22]=[CH:21][CH:20]=2)[N:10]=[C:9]1[NH2:25])=[O:7])([CH3:4])([CH3:3])[CH3:2].C(N(CC)CC)C.[F:33][C:34]1[CH:42]=[CH:41][C:37]([C:38](Cl)=[O:39])=[CH:36][CH:35]=1. (9) Given the product [CH2:1]([N:8]1[CH:17]=[C:16]([C:25]2[C:21]([CH3:20])=[N:22][O:23][C:24]=2[CH3:29])[C:15]2[C:10](=[CH:11][CH:12]=[N:13][CH:14]=2)[C:9]1=[O:19])[C:2]1[CH:7]=[CH:6][CH:5]=[CH:4][CH:3]=1, predict the reactants needed to synthesize it. The reactants are: [CH2:1]([N:8]1[CH:17]=[C:16](I)[C:15]2[C:10](=[CH:11][CH:12]=[N:13][CH:14]=2)[C:9]1=[O:19])[C:2]1[CH:7]=[CH:6][CH:5]=[CH:4][CH:3]=1.[CH3:20][C:21]1[C:25](B(O)O)=[C:24]([CH3:29])[O:23][N:22]=1.C([O-])([O-])=O.[Na+].[Na+].